Dataset: Forward reaction prediction with 1.9M reactions from USPTO patents (1976-2016). Task: Predict the product of the given reaction. (1) Given the reactants [NH:1]1[C:9]2[C:4](=[CH:5][CH:6]=[CH:7][CH:8]=2)[C:3]([CH:10]=[O:11])=[CH:2]1.[S:12](Cl)([C:15]1[CH:21]=[CH:20][C:18]([CH3:19])=[CH:17][CH:16]=1)(=[O:14])=[O:13].C(N(C(C)C)CC)(C)C.C(=O)([O-])O.[Na+], predict the reaction product. The product is: [S:12]([N:1]1[C:9]2[C:4](=[CH:5][CH:6]=[CH:7][CH:8]=2)[C:3]([CH:10]=[O:11])=[CH:2]1)([C:15]1[CH:21]=[CH:20][C:18]([CH3:19])=[CH:17][CH:16]=1)(=[O:14])=[O:13]. (2) Given the reactants [N:1]([CH2:4][C:5]1[C:13]2[C:8](=[N:9][CH:10]=[CH:11][CH:12]=2)[NH:7][N:6]=1)=[N+]=[N-].[H][H], predict the reaction product. The product is: [NH2:1][CH2:4][C:5]1[C:13]2[C:8](=[N:9][CH:10]=[CH:11][CH:12]=2)[NH:7][N:6]=1. (3) The product is: [CH3:1][O:2][C:3]([C@@H:5]1[CH2:9][C@@H:8]([O:10][Si:11]([C:14]([CH3:17])([CH3:16])[CH3:15])([CH3:13])[CH3:12])[CH2:7][N:6]1[CH3:20])=[O:4]. Given the reactants [CH3:1][O:2][C:3]([C@@H:5]1[CH2:9][C@@H:8]([O:10][Si:11]([C:14]([CH3:17])([CH3:16])[CH3:15])([CH3:13])[CH3:12])[CH2:7][NH:6]1)=[O:4].[H][H].[CH3:20]O, predict the reaction product. (4) Given the reactants [K].[O-]CCCC.[Br:7][C:8]1[CH:13]=[CH:12][C:11](F)=[CH:10][CH:9]=1.[C:15]([O:19][C:20]([N:22]1[CH2:25][CH:24]([OH:26])[CH2:23]1)=[O:21])([CH3:18])([CH3:17])[CH3:16], predict the reaction product. The product is: [C:15]([O:19][C:20]([N:22]1[CH2:25][CH:24]([O:26][C:11]2[CH:12]=[CH:13][C:8]([Br:7])=[CH:9][CH:10]=2)[CH2:23]1)=[O:21])([CH3:18])([CH3:16])[CH3:17]. (5) Given the reactants [C:1]1([C@:7]([N:20]2[CH2:25][CH2:24][CH2:23][CH2:22][CH2:21]2)([CH3:19])[C:8]([O:10][C@@H:11]2[CH:16]3[CH2:17][CH2:18][N:13]([CH2:14][CH2:15]3)[CH2:12]2)=[O:9])[CH:6]=[CH:5][CH:4]=[CH:3][CH:2]=1.[Br:26][CH2:27][C:28]([NH:30][C:31]1[CH:35]=[CH:34][O:33][N:32]=1)=[O:29], predict the reaction product. The product is: [Br-:26].[O:33]1[CH:34]=[CH:35][C:31]([NH:30][C:28](=[O:29])[CH2:27][N+:13]23[CH2:18][CH2:17][CH:16]([CH2:15][CH2:14]2)[C@@H:11]([O:10][C:8](=[O:9])[C@@:7]([C:1]2[CH:6]=[CH:5][CH:4]=[CH:3][CH:2]=2)([N:20]2[CH2:25][CH2:24][CH2:23][CH2:22][CH2:21]2)[CH3:19])[CH2:12]3)=[N:32]1. (6) Given the reactants C(N(C(C)C)C([S:7][C:8]1[CH:9]=[N:10][CH:11]=[CH:12][C:13]=1[NH:14][C:15](=O)[C:16]1[C:21]([Cl:22])=[CH:20][CH:19]=[CH:18][C:17]=1[Cl:23])=S)(C)C.ClC1C=CC=C(Cl)C=1C(Cl)=O.C(N(C(C)C)C(SC1C=NC=CC=1N)=S)(C)C, predict the reaction product. The product is: [Cl:23][C:17]1[CH:18]=[CH:19][CH:20]=[C:21]([Cl:22])[C:16]=1[C:15]1[S:7][C:8]2[CH:9]=[N:10][CH:11]=[CH:12][C:13]=2[N:14]=1.